Dataset: Forward reaction prediction with 1.9M reactions from USPTO patents (1976-2016). Task: Predict the product of the given reaction. (1) Given the reactants [H-].[Na+].[Cl:3][C:4]1[NH:5][C:6]2[CH:12]=[CH:11][CH:10]=[CH:9][C:7]=2[N:8]=1.Br[CH2:14][C:15]([O:17][CH3:18])=[O:16], predict the reaction product. The product is: [Cl:3][C:4]1[N:8]([CH2:14][C:15]([O:17][CH3:18])=[O:16])[C:7]2[CH:9]=[CH:10][CH:11]=[CH:12][C:6]=2[N:5]=1. (2) Given the reactants [CH2:1]([O:3][C:4](=[O:34])[CH2:5][O:6][C:7]1[CH:12]=[CH:11][C:10]([S:13][C:14]2[CH:19]=[C:18]([O:20][CH2:21][C:22]3[CH:27]=[CH:26][C:25]([S:28]([CH3:31])(=[O:30])=[O:29])=[CH:24][CH:23]=3)[CH:17]=[C:16](Br)[CH:15]=2)=[CH:9][C:8]=1[CH3:33])[CH3:2].[C:35]([C:37]1[CH:42]=[CH:41][C:40]([F:43])=[CH:39][CH:38]=1)#[CH:36].C(OC(=O)COC1C=CC(SC2C=C(C#CC3C=CC(CO)=CC=3)C=C(OCCC3C=CC(Cl)=CC=3)C=2)=CC=1C)C, predict the reaction product. The product is: [CH2:1]([O:3][C:4](=[O:34])[CH2:5][O:6][C:7]1[CH:12]=[CH:11][C:10]([S:13][C:14]2[CH:19]=[C:18]([O:20][CH2:21][C:22]3[CH:27]=[CH:26][C:25]([S:28]([CH3:31])(=[O:30])=[O:29])=[CH:24][CH:23]=3)[CH:17]=[C:16]([C:36]#[C:35][C:37]3[CH:42]=[CH:41][C:40]([F:43])=[CH:39][CH:38]=3)[CH:15]=2)=[CH:9][C:8]=1[CH3:33])[CH3:2]. (3) The product is: [C:17]([O:16][C:14]([N:9]1[CH2:8][CH:7]([CH3:21])[C:6]2=[C:4]([OH:5])[N:24]3[C:23]([N:22]=[C:12]2[CH2:11][CH2:10]1)=[CH:27][CH:26]=[N:25]3)=[O:15])([CH3:18])([CH3:19])[CH3:20]. Given the reactants C(O[C:4]([CH:6]1[C:12](=O)[CH2:11][CH2:10][N:9]([C:14]([O:16][C:17]([CH3:20])([CH3:19])[CH3:18])=[O:15])[CH2:8][CH:7]1[CH3:21])=[O:5])C.[NH2:22][C:23]1[CH:27]=[CH:26][NH:25][N:24]=1, predict the reaction product. (4) Given the reactants [NH2:1][C:2]1[C:7]([F:8])=[C:6]([C:9]2[CH:14]=[C:13]([F:15])[C:12]([Br:16])=[CH:11][C:10]=2[F:17])[N:5]=[C:4]([C:18]([O:20]C)=[O:19])[C:3]=1[Cl:22].CO.[OH-].[Na+], predict the reaction product. The product is: [NH2:1][C:2]1[C:7]([F:8])=[C:6]([C:9]2[CH:14]=[C:13]([F:15])[C:12]([Br:16])=[CH:11][C:10]=2[F:17])[N:5]=[C:4]([C:18]([OH:20])=[O:19])[C:3]=1[Cl:22].